This data is from Forward reaction prediction with 1.9M reactions from USPTO patents (1976-2016). The task is: Predict the product of the given reaction. (1) Given the reactants C[O:2][C:3]([C:5]1[C:13]2[C:8](=[CH:9][N:10]=[CH:11][CH:12]=2)[N:7]([CH2:14][CH2:15][O:16][CH3:17])[CH:6]=1)=[O:4].[OH-].[Na+].Cl, predict the reaction product. The product is: [CH3:17][O:16][CH2:15][CH2:14][N:7]1[C:8]2=[CH:9][N:10]=[CH:11][CH:12]=[C:13]2[C:5]([C:3]([OH:4])=[O:2])=[CH:6]1. (2) Given the reactants [F:1][C:2]1[C:3]2[N:4]([C:14]([SH:17])=[N:15][N:16]=2)[CH:5]=[C:6]([C:8]2[CH:9]=[N:10][N:11]([CH3:13])[CH:12]=2)[CH:7]=1.Br[C:19]1[CH:28]=[CH:27][C:26]2[N:25]=[CH:24][C:23]3[O:29][CH2:30][CH2:31][O:32][C:22]=3[C:21]=2[CH:20]=1.C1(P(C2C=CC=CC=2)C2C3OC4C(=CC=CC=4P(C4C=CC=CC=4)C4C=CC=CC=4)C(C)(C)C=3C=CC=2)C=CC=CC=1.CC(C)([O-])C.[Na+], predict the reaction product. The product is: [F:1][C:2]1[C:3]2[N:4]([C:14]([S:17][C:19]3[CH:28]=[CH:27][C:26]4[N:25]=[CH:24][C:23]5[O:29][CH2:30][CH2:31][O:32][C:22]=5[C:21]=4[CH:20]=3)=[N:15][N:16]=2)[CH:5]=[C:6]([C:8]2[CH:9]=[N:10][N:11]([CH3:13])[CH:12]=2)[CH:7]=1. (3) Given the reactants [C:1]([NH:4][C:5]1[CH:6]=[C:7](B(O)O)[CH:8]=[CH:9][CH:10]=1)(=[O:3])[CH3:2].Cl[C:15]1[CH:20]=[C:19](Cl)[N:18]=[CH:17][N:16]=1.[IH:22], predict the reaction product. The product is: [I:22][C:15]1[CH:20]=[C:19]([C:7]2[CH:8]=[CH:9][CH:10]=[C:5]([NH:4][C:1](=[O:3])[CH3:2])[CH:6]=2)[N:18]=[CH:17][N:16]=1. (4) Given the reactants [NH2:1][C:2]1[CH:21]=[CH:20][C:5]([O:6][C:7]2[C:16]3[C:11](=[CH:12][C:13]([OH:19])=[C:14]([O:17][CH3:18])[CH:15]=3)[N:10]=[CH:9][CH:8]=2)=[CH:4][CH:3]=1.[CH3:22][N:23]1[C:27]([CH3:28])=[C:26]([C:29](O)=[O:30])[C:25](=[O:32])[N:24]1[C:33]1[CH:38]=[CH:37][CH:36]=[CH:35][CH:34]=1.CCN=C=NCCCN(C)C.C1C=NC2N(O)N=NC=2C=1, predict the reaction product. The product is: [OH:19][C:13]1[CH:12]=[C:11]2[C:16]([C:7]([O:6][C:5]3[CH:20]=[CH:21][C:2]([NH:1][C:29]([C:26]4[C:25](=[O:32])[N:24]([C:33]5[CH:34]=[CH:35][CH:36]=[CH:37][CH:38]=5)[N:23]([CH3:22])[C:27]=4[CH3:28])=[O:30])=[CH:3][CH:4]=3)=[CH:8][CH:9]=[N:10]2)=[CH:15][C:14]=1[O:17][CH3:18]. (5) Given the reactants [C:1]1([CH2:4][CH2:5][CH2:6][CH2:7][CH2:8][CH2:9][C:10]([OH:12])=O)[CH2:3][CH:2]=1.ClC(OC)=O.[CH2:18]([NH:20][CH2:21][CH3:22])[CH3:19].Cl, predict the reaction product. The product is: [CH2:18]([N:20]([CH2:21][CH3:22])[C:10](=[O:12])[CH2:9][CH2:8][CH2:7][CH2:6][CH2:5][CH2:4][C:1]1[CH2:3][CH:2]=1)[CH3:19]. (6) Given the reactants [Cl:1][C:2]1[N:7]=[C:6]([C:8]([O:10][CH3:11])=[O:9])[CH:5]=[C:4](Cl)[N:3]=1.Cl.CN.C[CH2:17][N:18](C(C)C)C(C)C, predict the reaction product. The product is: [Cl:1][C:2]1[N:7]=[C:6]([C:8]([O:10][CH3:11])=[O:9])[CH:5]=[C:4]([NH:18][CH3:17])[N:3]=1. (7) Given the reactants [N:1]([CH2:4][C:5]1[CH:6]=[CH:7][C:8]([CH:11]([S:20]([C:23]2[CH:28]=[CH:27][C:26]([Cl:29])=[CH:25][CH:24]=2)(=[O:22])=[O:21])[C:12]2[CH:17]=[C:16]([F:18])[CH:15]=[CH:14][C:13]=2[F:19])=[N:9][CH:10]=1)=[N+]=[N-].[H][H].C(N(CC)CC)C.[C:39](=O)([O:45]C(C)(C)C)[O:40][C:41]([CH3:44])([CH3:43])[CH3:42], predict the reaction product. The product is: [Cl:29][C:26]1[CH:27]=[CH:28][C:23]([S:20]([CH:11]([C:12]2[CH:17]=[C:16]([F:18])[CH:15]=[CH:14][C:13]=2[F:19])[C:8]2[N:9]=[CH:10][C:5]([CH2:4][NH:1][C:39](=[O:45])[O:40][C:41]([CH3:44])([CH3:43])[CH3:42])=[CH:6][CH:7]=2)(=[O:21])=[O:22])=[CH:24][CH:25]=1. (8) The product is: [Cl:1][C:2]1[CH:10]=[C:9]([CH:11]([CH3:13])[CH3:12])[C:5]([C:6]([OH:8])=[O:7])=[CH:4][N:3]=1. Given the reactants [Cl:1][C:2]1[CH:10]=[CH:9][C:5]([C:6]([OH:8])=[O:7])=[CH:4][N:3]=1.[CH:11]([Mg]Cl)([CH3:13])[CH3:12].CO.ClC1C(=O)C(C#N)=C(C#N)C(=O)C=1Cl, predict the reaction product. (9) Given the reactants [OH:1][C:2]1[CH:3]=[C:4]2[C:8](=[CH:9][CH:10]=1)[C:7](=[CH2:11])[C:6]1([CH2:19][C:18]3[C:13](=[CH:14][CH:15]=[C:16]([OH:20])[CH:17]=3)[CH2:12]1)[CH:5]2[CH3:21], predict the reaction product. The product is: [OH:1][C:2]1[CH:3]=[C:4]2[C:8](=[CH:9][CH:10]=1)[CH:7]([CH3:11])[C:6]1([CH2:19][C:18]3[C:13](=[CH:14][CH:15]=[C:16]([OH:20])[CH:17]=3)[CH2:12]1)[CH:5]2[CH3:21].